Dataset: Forward reaction prediction with 1.9M reactions from USPTO patents (1976-2016). Task: Predict the product of the given reaction. (1) Given the reactants S(Cl)(Cl)=O.C(O)(=O)CCCC.C(Cl)(=O)CCCC.[C:19]([N:25]=[C:26]=[S:27])(=[O:24])[CH2:20][CH2:21][CH2:22][CH3:23].[CH3:28][O:29][C:30]1[CH:31]=[C:32]2[C:37](=[CH:38][C:39]=1[O:40][CH3:41])[N:36]=[CH:35][N:34]=[C:33]2[O:42][C:43]1[CH:49]=[CH:48][C:46]([NH2:47])=[CH:45][CH:44]=1, predict the reaction product. The product is: [CH3:28][O:29][C:30]1[CH:31]=[C:32]2[C:37](=[CH:38][C:39]=1[O:40][CH3:41])[N:36]=[CH:35][N:34]=[C:33]2[O:42][C:43]1[CH:49]=[CH:48][C:46]([NH:47][C:26]([NH:25][C:19](=[O:24])[CH2:20][CH2:21][CH2:22][CH3:23])=[S:27])=[CH:45][CH:44]=1. (2) The product is: [CH3:18][O:17][C:14]1[N:15]=[C:16]2[C:11](=[CH:12][CH:13]=1)[N:10]=[CH:9][CH:8]=[C:7]2[C:29]1[CH:30]=[C:31]([S:35]([NH2:38])(=[O:37])=[O:36])[CH:32]=[CH:33][CH:34]=1. Given the reactants FC(F)(F)S(O[C:7]1[C:16]2[C:11](=[CH:12][CH:13]=[C:14]([O:17][CH3:18])[N:15]=2)[N:10]=[CH:9][CH:8]=1)(=O)=O.CC1(C)C(C)(C)OB([C:29]2[CH:30]=[C:31]([S:35]([NH2:38])(=[O:37])=[O:36])[CH:32]=[CH:33][CH:34]=2)O1, predict the reaction product. (3) The product is: [CH3:1][C:2]1[NH:3][CH:4]=[C:5]([C:7]2[S:8][CH:9]=[CH:10][C:11]=2[NH:12][C:13](=[O:26])[CH2:14][N:15]2[C:24]3[C:19](=[CH:20][CH:21]=[CH:22][CH:23]=3)[CH2:18][CH2:17][C:16]2=[O:25])[N:6]=1. Given the reactants [CH3:1][C:2]1[N:3](C(C2C=CC=CC=2)(C2C=CC=CC=2)C2C=CC=CC=2)[CH:4]=[C:5]([C:7]2[S:8][CH:9]=[CH:10][C:11]=2[NH:12][C:13](=[O:26])[CH2:14][N:15]2[C:24]3[C:19](=[CH:20][CH:21]=[CH:22][CH:23]=3)[CH2:18][CH2:17][C:16]2=[O:25])[N:6]=1, predict the reaction product. (4) Given the reactants Cl.[NH2:2][C@@H:3]([CH2:9][CH2:10][CH2:11][CH2:12][CH2:13][CH2:14][CH2:15][CH2:16][CH2:17][CH2:18][CH2:19][CH2:20][CH3:21])[CH2:4][C:5]([O:7][CH3:8])=[O:6].C=O.[CH:24]1CC=CC=1, predict the reaction product. The product is: [CH3:24][NH:2][C@@H:3]([CH2:9][CH2:10][CH2:11][CH2:12][CH2:13][CH2:14][CH2:15][CH2:16][CH2:17][CH2:18][CH2:19][CH2:20][CH3:21])[CH2:4][C:5]([O:7][CH3:8])=[O:6]. (5) Given the reactants [C-:1]#[N:2].[Na+].CS(O[C@H:9]1[CH2:13][CH2:12][N:11]([C:14]([O:16][C:17]([CH3:20])([CH3:19])[CH3:18])=[O:15])[CH2:10]1)(=O)=O.O, predict the reaction product. The product is: [C:1]([C@@H:9]1[CH2:13][CH2:12][N:11]([C:14]([O:16][C:17]([CH3:20])([CH3:19])[CH3:18])=[O:15])[CH2:10]1)#[N:2]. (6) Given the reactants [CH:1]1[CH:6]=[C:5]2[C:7]([N:9](CC=O)[C:10](=[O:11])[C:4]2=[CH:3][CH:2]=1)=[O:8].C(O[BH-](OC(=O)C)OC(=O)C)(=O)C.[Na+].C(=O)([O-])O.[Na+], predict the reaction product. The product is: [C:10]1(=[O:11])[NH:9][C:7](=[O:8])[C:5]2=[CH:6][CH:1]=[CH:2][CH:3]=[C:4]12. (7) Given the reactants [F:1][C:2]1[CH:30]=[CH:29][C:5]([CH2:6][N:7]2[C:15]3[C:10](=[CH:11][CH:12]=[CH:13][CH:14]=3)[C:9]3[CH2:16][C@@H:17]([CH2:27][OH:28])[N:18](C(OC(C)(C)C)=O)[CH2:19][C:8]2=3)=[CH:4][CH:3]=1.[N:31]([CH2:34][CH2:35][C:36]([O:38][C:39]([CH3:42])([CH3:41])[CH3:40])=[O:37])=[C:32]=[S:33].CCN(CC)CC.CS(C)=O, predict the reaction product. The product is: [F:1][C:2]1[CH:30]=[CH:29][C:5]([CH2:6][N:7]2[C:15]3[CH:14]=[CH:13][CH:12]=[CH:11][C:10]=3[C:9]3[CH2:16][C@H:17]4[C:27](=[O:28])[N:31]([CH2:34][CH2:35][C:36]([O:38][C:39]([CH3:41])([CH3:40])[CH3:42])=[O:37])[C:32](=[S:33])[N:18]4[CH2:19][C:8]2=3)=[CH:4][CH:3]=1. (8) Given the reactants CS(OCC#[C:8][C:9]1[CH:14]=[C:13]([CH3:15])[CH:12]=[CH:11][C:10]=1[NH:16][C:17]([CH:19]1[O:24][C:23]2[CH:25]=[CH:26][C:27]([O:29][C:30]([F:33])([F:32])[F:31])=[CH:28][C:22]=2[NH:21][CH2:20]1)=[O:18])(=O)=O.[CH3:34][CH2:35][N:36]([CH:40]([CH3:42])C)[CH:37](C)[CH3:38].N1CC[O:46]CC1.[Cl:49]CCl, predict the reaction product. The product is: [ClH:49].[ClH:49].[CH3:15][C:13]1[CH:12]=[CH:11][C:10]([NH:16][C:17]([CH:19]2[O:24][C:23]3[CH:25]=[CH:26][C:27]([O:29][C:30]([F:32])([F:33])[F:31])=[CH:28][C:22]=3[NH:21][CH2:20]2)=[O:18])=[C:9]([C:8]#[C:34][CH2:35][N:36]2[CH2:40][CH2:42][O:46][CH2:38][CH2:37]2)[CH:14]=1. (9) Given the reactants C[O:2][C:3]([C:5]1[CH:47]=[CH:46][CH:45]=[CH:44][C:6]=1[O:7][CH2:8][CH2:9][NH:10][C:11]([C:13]1[CH:14]=[CH:15][C:16]2[N:20]=[C:19]([CH:21]([C:23]3[NH:24][C:25]4[CH2:30][CH2:29][N:28](C(OCC5C=CC=CC=5)=O)[CH2:27][C:26]=4[N:41]=3)[CH3:22])[N:18]([CH3:42])[C:17]=2[CH:43]=1)=[O:12])=[O:4].[OH-:48].[Li+].Cl.[CH2:51]1[CH2:55][O:54][CH2:53][CH2:52]1, predict the reaction product. The product is: [CH2:55]([O:54][C:53]([C:46]1[CH:45]=[CH:44][C:6]([O:7][CH2:8][CH2:9][NH:10][C:11]([C:13]2[CH:14]=[CH:15][C:16]3[N:20]=[C:19]([CH:21]([C:23]4[NH:24][C:25]5[CH2:30][CH2:29][NH:28][CH2:27][C:26]=5[N:41]=4)[CH3:22])[N:18]([CH3:42])[C:17]=3[CH:43]=2)=[O:12])=[C:5]([CH:47]=1)[C:3]([OH:2])=[O:4])=[O:48])[C:51]1[CH:52]=[CH:44][CH:6]=[CH:5][CH:3]=1. (10) Given the reactants [C:1](O)(=O)C.[CH3:5][NH:6][CH3:7].C=O.[CH3:10][O:11][C:12]1[C:13]([CH3:21])=[C:14]2[C:18](=[CH:19][CH:20]=1)[NH:17][CH:16]=[CH:15]2, predict the reaction product. The product is: [CH3:10][O:11][C:12]1[C:13]([CH3:21])=[C:14]2[C:7](=[CH:19][CH:20]=1)[NH:6][CH:5]=[C:15]2[CH2:16][N:17]([CH3:1])[CH3:18].